Dataset: Forward reaction prediction with 1.9M reactions from USPTO patents (1976-2016). Task: Predict the product of the given reaction. (1) Given the reactants C(OC(N[C@H](C1C=CC(OCCOC2CCCCO2)=CC=1)C(O)=O)=O)(C)(C)C.C(OC(N[C@H](C1C=CC(OCC(OC)OCC)=CC=1)C(O)=O)=O)(C)(C)C.[O:55]=[C:56]1[NH:60][C@H:59]([C:61]2[CH:66]=[CH:65][C:64]([O:67][CH:68]([CH2:75][O:76][Si](C)(C)C)[CH2:69][O:70][Si](C)(C)C)=[CH:63][CH:62]=2)[C:58](=[O:81])[N:57]1[C@@H:82]([C@H:94]([C:96]1[CH:101]=[CH:100][CH:99]=[CH:98][CH:97]=1)[CH3:95])[C:83]([NH:85][C:86]1[CH:91]=[CH:90][C:89]([I:92])=[CH:88][C:87]=1[F:93])=[O:84], predict the reaction product. The product is: [F:93][C:87]1[CH:88]=[C:89]([I:92])[CH:90]=[CH:91][C:86]=1[NH:85][C:83](=[O:84])[C@@H:82]([N:57]1[C:58](=[O:81])[C@@H:59]([C:61]2[CH:62]=[CH:63][C:64]([O:67][CH:68]([CH2:69][OH:70])[CH2:75][OH:76])=[CH:65][CH:66]=2)[NH:60][C:56]1=[O:55])[C@H:94]([C:96]1[CH:97]=[CH:98][CH:99]=[CH:100][CH:101]=1)[CH3:95]. (2) Given the reactants [P:1](Cl)(Cl)(=[O:13])[O:2][C:3]1[C:12]2[C:7](=[CH:8][CH:9]=[CH:10][CH:11]=2)[CH:6]=[CH:5][CH:4]=1.C1(C)C=CC(S(O)(=O)=O)=CC=1.[CH2:27]([O:32][C:33](=[O:37])[C@H:34]([CH3:36])[NH2:35])[C:28]([CH3:31])([CH3:30])[CH3:29].C(N(CC)CC)C.[F:45][C:46]1[C:51]([OH:52])=[C:50]([F:53])[C:49]([F:54])=[C:48]([F:55])[C:47]=1[F:56], predict the reaction product. The product is: [C:3]1([O:2][P:1]([NH:35][C@@H:34]([CH3:36])[C:33]([O:32][CH2:27][C:28]([CH3:31])([CH3:30])[CH3:29])=[O:37])([O:52][C:51]2[C:46]([F:45])=[C:47]([F:56])[C:48]([F:55])=[C:49]([F:54])[C:50]=2[F:53])=[O:13])[C:12]2[C:7](=[CH:8][CH:9]=[CH:10][CH:11]=2)[CH:6]=[CH:5][CH:4]=1. (3) Given the reactants [CH3:1][C:2]1[N:3]=[CH:4][O:5][C:6]=1[C:7]([C:9]1[CH:14]=[CH:13][CH:12]=[CH:11][C:10]=1[CH:15]([CH3:22])[C:16]#[C:17][Si](C)(C)C)=[O:8].C([O-])([O-])=O.[K+].[K+].CCCCCC, predict the reaction product. The product is: [CH3:1][C:2]1[N:3]=[CH:4][O:5][C:6]=1[C:7]([C:9]1[CH:14]=[CH:13][CH:12]=[CH:11][C:10]=1[CH:15]([CH3:22])[C:16]#[CH:17])=[O:8]. (4) Given the reactants [Cl:1][C:2]1[CH:3]=[C:4]([CH2:13]O)[CH:5]=[N:6][C:7]=1[O:8][CH2:9][CH:10]1[CH2:12][CH2:11]1.[C:15]1(=[O:25])[NH:19][C:18](=[O:20])[C:17]2=[CH:21][CH:22]=[CH:23][CH:24]=[C:16]12, predict the reaction product. The product is: [Cl:1][C:2]1[CH:3]=[C:4]([CH2:13][N:19]2[C:15](=[O:25])[C:16]3[C:17](=[CH:21][CH:22]=[CH:23][CH:24]=3)[C:18]2=[O:20])[CH:5]=[N:6][C:7]=1[O:8][CH2:9][CH:10]1[CH2:11][CH2:12]1.